Predict which catalyst facilitates the given reaction. From a dataset of Catalyst prediction with 721,799 reactions and 888 catalyst types from USPTO. (1) Reactant: [N:1]1[CH:6]=[CH:5][CH:4]=[C:3]([C:7](=O)[CH2:8][C:9]2[CH:13]=[CH:12][S:11][CH:10]=2)[CH:2]=1.[N:15]1[NH:16][N:17]=[N:18][C:19]=1[C:20]1[CH:27]=[CH:26][C:23]([CH:24]=O)=[CH:22][CH:21]=1.[NH2:28][C:29]([NH2:31])=[O:30].Cl. Product: [N:15]1[NH:16][N:17]=[N:18][C:19]=1[C:20]1[CH:27]=[CH:26][C:23]([CH:24]2[C:8]([C:9]3[CH:13]=[CH:12][S:11][CH:10]=3)=[C:7]([C:3]3[CH:2]=[N:1][CH:6]=[CH:5][CH:4]=3)[NH:31][C:29](=[O:30])[NH:28]2)=[CH:22][CH:21]=1. The catalyst class is: 14. (2) Reactant: Cl[C:2]1[CH:11]=[C:10]([C:12]2[C:13]([C:17]([F:20])([F:19])[F:18])=[N:14][NH:15][CH:16]=2)[CH:9]=[CH:8][C:3]=1[C:4]([O:6][CH3:7])=[O:5].[CH2:21]([SH:24])[CH2:22][CH3:23].C(=O)([O-])[O-].[K+].[K+].O. Product: [CH2:21]([S:24][C:2]1[CH:11]=[C:10]([C:12]2[C:13]([C:17]([F:20])([F:19])[F:18])=[N:14][NH:15][CH:16]=2)[CH:9]=[CH:8][C:3]=1[C:4]([O:6][CH3:7])=[O:5])[CH2:22][CH3:23]. The catalyst class is: 9. (3) Reactant: [CH2:1]([C@@H:8]1[CH2:12][O:11][C:10](=[O:13])[NH:9]1)[C:2]1[CH:7]=[CH:6][CH:5]=[CH:4][CH:3]=1.[Li]CCCC.[C:19](Cl)(=[O:28])[CH2:20][CH2:21][C:22]1[CH:27]=[CH:26][CH:25]=[CH:24][CH:23]=1. Product: [CH2:1]([C@@H:8]1[CH2:12][O:11][C:10](=[O:13])[N:9]1[C:19](=[O:28])[CH2:20][CH2:21][C:22]1[CH:27]=[CH:26][CH:25]=[CH:24][CH:23]=1)[C:2]1[CH:3]=[CH:4][CH:5]=[CH:6][CH:7]=1. The catalyst class is: 7. (4) Reactant: [Cl:1][C:2]1[C:11]2[C:6](=[CH:7][CH:8]=[CH:9][CH:10]=2)[CH:5]=[C:4]([Cl:12])[N:3]=1.S(=O)(=O)(O)O.[Br:18]N1C(=O)CCC1=O. Product: [Br:18][C:7]1[CH:8]=[CH:9][CH:10]=[C:11]2[C:6]=1[CH:5]=[C:4]([Cl:12])[N:3]=[C:2]2[Cl:1]. The catalyst class is: 10. (5) Reactant: Cl[C:2]1[N:3]=[C:4]([O:27][CH:28]2[CH2:33][CH2:32][O:31][CH2:30][CH2:29]2)[C:5]2[C:10]([C:11]3[CH:16]=[CH:15][N:14]=[C:13]([O:17][CH3:18])[CH:12]=3)=[CH:9][N:8]([CH2:19][O:20][CH2:21][CH2:22][Si:23]([CH3:26])([CH3:25])[CH3:24])[C:6]=2[N:7]=1.[NH2:34][C:35]1[CH:44]=[CH:43][C:38]([C:39]([NH:41][CH3:42])=[O:40])=[CH:37][C:36]=1[O:45][CH3:46].C(=O)([O-])[O-].[Cs+].[Cs+].C1(P(C2C=CC=CC=2)C2C=CC3C(=CC=CC=3)C=2C2C3C(=CC=CC=3)C=CC=2P(C2C=CC=CC=2)C2C=CC=CC=2)C=CC=CC=1. Product: [CH3:46][O:45][C:36]1[CH:37]=[C:38]([CH:43]=[CH:44][C:35]=1[NH:34][C:2]1[N:3]=[C:4]([O:27][CH:28]2[CH2:33][CH2:32][O:31][CH2:30][CH2:29]2)[C:5]2[C:10]([C:11]3[CH:16]=[CH:15][N:14]=[C:13]([O:17][CH3:18])[CH:12]=3)=[CH:9][N:8]([CH2:19][O:20][CH2:21][CH2:22][Si:23]([CH3:25])([CH3:24])[CH3:26])[C:6]=2[N:7]=1)[C:39]([NH:41][CH3:42])=[O:40]. The catalyst class is: 160.